Dataset: Full USPTO retrosynthesis dataset with 1.9M reactions from patents (1976-2016). Task: Predict the reactants needed to synthesize the given product. (1) Given the product [F:1][CH:2]([N:32]([CH3:39])[CH:33]1[CH2:37][CH2:36][N:35]([CH3:38])[CH2:34]1)[C:3]1[CH:8]=[CH:7][C:6]([C:9]([NH:11][C:12]2[CH:17]=[CH:16][C:15]([CH3:18])=[C:14]([NH:19][C:20]3[N:25]=[C:24]([C:26]4[CH:27]=[N:28][CH:29]=[CH:30][CH:31]=4)[CH:23]=[CH:22][N:21]=3)[CH:13]=2)=[O:10])=[CH:5][CH:4]=1, predict the reactants needed to synthesize it. The reactants are: [F:1][CH:2]([NH:32][CH:33]1[CH2:37][CH2:36][N:35]([CH3:38])[CH2:34]1)[C:3]1[CH:8]=[CH:7][C:6]([C:9]([NH:11][C:12]2[CH:17]=[CH:16][C:15]([CH3:18])=[C:14]([NH:19][C:20]3[N:25]=[C:24]([C:26]4[CH:27]=[N:28][CH:29]=[CH:30][CH:31]=4)[CH:23]=[CH:22][N:21]=3)[CH:13]=2)=[O:10])=[CH:5][CH:4]=1.[CH2:39]=O. (2) Given the product [CH2:3]([NH:10][C@H:11]1[CH2:16][CH2:15][C:14]([F:17])([F:18])[CH2:13][C@H:12]1[C:19]([O:21][CH2:22][CH3:23])=[O:20])[C:4]1[CH:5]=[CH:6][CH:7]=[CH:8][CH:9]=1, predict the reactants needed to synthesize it. The reactants are: [BH4-].[Na+].[CH2:3]([NH:10][C:11]1[CH2:16][CH2:15][C:14]([F:18])([F:17])[CH2:13][C:12]=1[C:19]([O:21][CH2:22][CH3:23])=[O:20])[C:4]1[CH:9]=[CH:8][CH:7]=[CH:6][CH:5]=1. (3) Given the product [F:17][C:14]([F:15])([F:16])[C:12]1[N:13]=[C:9]([C:5]2[CH:4]=[C:3]([OH:2])[CH:8]=[CH:7][CH:6]=2)[S:10][CH:11]=1, predict the reactants needed to synthesize it. The reactants are: C[O:2][C:3]1[CH:4]=[C:5]([C:9]2[S:10][CH:11]=[C:12]([C:14]([F:17])([F:16])[F:15])[N:13]=2)[CH:6]=[CH:7][CH:8]=1. (4) Given the product [F:1][C:2]1[CH:3]=[CH:4][C:5]2[O:9][C:8]3[CH2:10][CH2:11][CH:12]([CH2:14][NH:33][CH2:32][C@@H:29]4[O:28][C:24]5=[C:25]6[C:20](=[CH:21][CH:22]=[C:23]5[O:31][CH2:30]4)[N:19]=[C:18]([CH3:17])[CH:27]=[CH:26]6)[CH2:13][C:7]=3[C:6]=2[CH:16]=1, predict the reactants needed to synthesize it. The reactants are: [F:1][C:2]1[CH:3]=[CH:4][C:5]2[O:9][C:8]3[CH2:10][CH2:11][CH:12]([CH:14]=O)[CH2:13][C:7]=3[C:6]=2[CH:16]=1.[CH3:17][C:18]1[CH:27]=[CH:26][C:25]2[C:20](=[CH:21][CH:22]=[C:23]3[O:31][CH2:30][C@H:29]([CH2:32][NH2:33])[O:28][C:24]3=2)[N:19]=1.[BH3-]C#N.[Na+].CC(O)=O. (5) Given the product [Cl:1][C:2]1[CH:3]=[CH:4][C:5]([CH2:6][CH2:7][NH:8][C:9]([C:11]2[CH:32]=[CH:31][C:14]([O:15][C:16]3[CH:25]=[C:24]4[C:19]([CH:20]([C:26]([OH:28])=[O:27])[CH2:21][CH2:22][O:23]4)=[CH:18][C:17]=3[Cl:30])=[C:13]([N+:33]([O-:35])=[O:34])[CH:12]=2)=[O:10])=[CH:36][CH:37]=1, predict the reactants needed to synthesize it. The reactants are: [Cl:1][C:2]1[CH:37]=[CH:36][C:5]([CH2:6][CH2:7][NH:8][C:9]([C:11]2[CH:32]=[CH:31][C:14]([O:15][C:16]3[CH:25]=[C:24]4[C:19]([CH:20]([C:26]([O:28]C)=[O:27])[CH2:21][CH2:22][O:23]4)=[CH:18][C:17]=3[Cl:30])=[C:13]([N+:33]([O-:35])=[O:34])[CH:12]=2)=[O:10])=[CH:4][CH:3]=1.[OH-].[Na+].O.CO.